This data is from Peptide-MHC class II binding affinity with 134,281 pairs from IEDB. The task is: Regression. Given a peptide amino acid sequence and an MHC pseudo amino acid sequence, predict their binding affinity value. This is MHC class II binding data. The peptide sequence is QRIYGVRYTETWSFL. The MHC is DRB1_0802 with pseudo-sequence DRB1_0802. The binding affinity (normalized) is 0.491.